This data is from Forward reaction prediction with 1.9M reactions from USPTO patents (1976-2016). The task is: Predict the product of the given reaction. (1) Given the reactants [CH2:1]([NH:3][C@@H:4]1[CH2:8][CH2:7][N:6]([C:9]2[C:14]([C:15]([O:17][CH:18]([CH3:20])[CH3:19])=[O:16])=[CH:13][CH:12]=[CH:11][N:10]=2)[CH2:5]1)[CH3:2].C(=O)([O-])[O-].[K+].[K+].Br[CH2:28][C:29]1[CH:34]=[CH:33][C:32]([CH2:35][N:36]([CH2:47][CH3:48])[C@@H:37]2[CH2:41][CH2:40][N:39]([C:42](=[O:46])[CH:43]([CH3:45])[CH3:44])[CH2:38]2)=[CH:31][CH:30]=1, predict the reaction product. The product is: [CH2:1]([N:3]([CH2:28][C:29]1[CH:30]=[CH:31][C:32]([CH2:35][N:36]([CH2:47][CH3:48])[C@@H:37]2[CH2:41][CH2:40][N:39]([C:42](=[O:46])[CH:43]([CH3:45])[CH3:44])[CH2:38]2)=[CH:33][CH:34]=1)[C@@H:4]1[CH2:8][CH2:7][N:6]([C:9]2[C:14]([C:15]([O:17][CH:18]([CH3:19])[CH3:20])=[O:16])=[CH:13][CH:12]=[CH:11][N:10]=2)[CH2:5]1)[CH3:2]. (2) Given the reactants [H-].[Na+].[C:3]([O:11][CH2:12][CH3:13])(=[O:10])[CH2:4][C:5]([O:7][CH2:8][CH3:9])=[O:6].Br[CH2:15][C:16]1[C:21]([N+:22]([O-:24])=[O:23])=[CH:20][CH:19]=[CH:18][C:17]=1[F:25], predict the reaction product. The product is: [F:25][C:17]1[CH:18]=[CH:19][CH:20]=[C:21]([N+:22]([O-:24])=[O:23])[C:16]=1[CH2:15][CH:4]([C:5]([O:7][CH2:8][CH3:9])=[O:6])[C:3]([O:11][CH2:12][CH3:13])=[O:10]. (3) Given the reactants Cl[C:2]1[C:7]([Cl:8])=[CH:6][CH:5]=[CH:4][N:3]=1.B(O)(O)[C:10]1[CH:11]=[CH:12][C:13]([CH3:16])=[CH:14][CH:15]=1.C(=O)([O-])[O-].[Na+].[Na+], predict the reaction product. The product is: [Cl:8][C:7]1[C:2]([C:10]2[CH:15]=[CH:14][C:13]([CH3:16])=[CH:12][CH:11]=2)=[N:3][CH:4]=[CH:5][CH:6]=1. (4) The product is: [CH2:1]([O:8][C:9]1[CH:14]=[CH:13][C:12]([CH2:15][CH2:16][NH:17][C:18](=[O:29])[C:19]([C:22]2[CH:27]=[CH:26][C:25]([Cl:28])=[CH:24][CH:23]=2)=[CH:20][O:21][CH:35]([F:37])[F:36])=[CH:11][C:10]=1[O:30][CH3:31])[C:2]1[CH:3]=[CH:4][CH:5]=[CH:6][CH:7]=1. Given the reactants [CH2:1]([O:8][C:9]1[CH:14]=[CH:13][C:12]([CH2:15][CH2:16][NH:17][C:18](=[O:29])[C:19]([C:22]2[CH:27]=[CH:26][C:25]([Cl:28])=[CH:24][CH:23]=2)=[CH:20][OH:21])=[CH:11][C:10]=1[O:30][CH3:31])[C:2]1[CH:7]=[CH:6][CH:5]=[CH:4][CH:3]=1.[OH-].[K+].Cl[CH:35]([F:37])[F:36].Cl, predict the reaction product. (5) Given the reactants [F:1][C:2]1[CH:7]=[CH:6][C:5]([N:8]=[N+:9]=[N-:10])=[CH:4][C:3]=1[N+:11]([O-:13])=[O:12].[Cl:14][C:15]1[N:23]=[C:22]2[C:18]([N:19]=[CH:20][N:21]2[C@@H:24]2[C@@H:29]3[C@@:27]([C:30]([NH:32][CH3:33])=[O:31])([CH2:28]3)[C@@H:26]([OH:34])[C@H:25]2[OH:35])=[C:17]([NH:36][CH2:37][C:38]#[CH:39])[N:16]=1.O.O=C1O[C@H]([C@H](CO)O)C([O-])=C1O.[Na+], predict the reaction product. The product is: [Cl:14][C:15]1[N:23]=[C:22]2[C:18]([N:19]=[CH:20][N:21]2[C@@H:24]2[C@@H:29]3[C@@:27]([C:30]([NH:32][CH3:33])=[O:31])([CH2:28]3)[C@@H:26]([OH:34])[C@H:25]2[OH:35])=[C:17]([NH:36][CH2:37][C:38]2[N:10]=[N:9][N:8]([C:5]3[CH:6]=[CH:7][C:2]([F:1])=[C:3]([N+:11]([O-:13])=[O:12])[CH:4]=3)[CH:39]=2)[N:16]=1.